This data is from Forward reaction prediction with 1.9M reactions from USPTO patents (1976-2016). The task is: Predict the product of the given reaction. (1) Given the reactants [CH3:1][C:2]1[C:3]([N:9]2[CH2:14][CH2:13][N:12]([C:15]([C:17]3[CH:22]=[CH:21][C:20](I)=[CH:19][CH:18]=3)=[O:16])[CH2:11][CH2:10]2)=[N:4][CH:5]=[C:6]([CH3:8])[CH:7]=1.[CH3:24][N:25]([CH3:29])[C:26]([NH2:28])=[O:27], predict the reaction product. The product is: [CH3:1][C:2]1[C:3]([N:9]2[CH2:14][CH2:13][N:12]([C:15]([C:17]3[CH:22]=[CH:21][C:20]([NH:28][C:26](=[O:27])[N:25]([CH3:29])[CH3:24])=[CH:19][CH:18]=3)=[O:16])[CH2:11][CH2:10]2)=[N:4][CH:5]=[C:6]([CH3:8])[CH:7]=1. (2) The product is: [Br:1][C:2]1[C:13]2[C:5](=[CH:6][C:7]([C:16]3[CH:21]=[CH:20][CH:19]=[CH:18][C:17]=3[Cl:22])=[C:8]3[C:12]=2[C:11](=[O:14])[NH:10][C:9]3=[O:15])[N:4]([CH2:23][CH2:24][CH2:25][N:30]([CH2:31][CH2:32][CH3:33])[CH2:27][CH2:28][CH3:29])[CH:3]=1. Given the reactants [Br:1][C:2]1[C:13]2[C:5](=[CH:6][C:7]([C:16]3[CH:21]=[CH:20][CH:19]=[CH:18][C:17]=3[Cl:22])=[C:8]3[C:12]=2[C:11](=[O:14])[NH:10][C:9]3=[O:15])[N:4]([CH2:23][CH2:24][CH2:25]O)[CH:3]=1.[CH2:27]([NH:30][CH2:31][CH2:32][CH3:33])[CH2:28][CH3:29], predict the reaction product. (3) Given the reactants ON1C2C=CC=CC=2N=N1.Cl.C(N=C=NCCCN(C)C)C.[C:23]([O:27][C:28]([N:30]1[CH2:35][CH2:34][O:33][C@@H:32]([C:36]([OH:38])=O)[CH2:31]1)=[O:29])([CH3:26])([CH3:25])[CH3:24].Cl.[CH3:40][O:41][C:42]1[CH:52]=[CH:51][C:45]([CH2:46][NH:47][CH:48]2[CH2:50][CH2:49]2)=[CH:44][C:43]=1[O:53][CH2:54][CH2:55][CH2:56][O:57][CH3:58], predict the reaction product. The product is: [CH:48]1([N:47]([CH2:46][C:45]2[CH:51]=[CH:52][C:42]([O:41][CH3:40])=[C:43]([O:53][CH2:54][CH2:55][CH2:56][O:57][CH3:58])[CH:44]=2)[C:36]([C@@H:32]2[O:33][CH2:34][CH2:35][N:30]([C:28]([O:27][C:23]([CH3:24])([CH3:25])[CH3:26])=[O:29])[CH2:31]2)=[O:38])[CH2:49][CH2:50]1. (4) The product is: [F:23][C:21]1[CH:20]=[C:19]([C:24]2[CH:25]=[CH:26][C:27]([NH:30][C:13]([C@H:10]3[CH2:9][CH2:8][C@H:7]([N:6]4[CH2:5][CH2:4][O:3][C:2]4=[O:1])[CH2:12][CH2:11]3)=[O:15])=[N:28][CH:29]=2)[CH:18]=[C:17]([F:16])[CH:22]=1. Given the reactants [O:1]=[C:2]1[N:6]([C@H:7]2[CH2:12][CH2:11][C@H:10]([C:13]([OH:15])=O)[CH2:9][CH2:8]2)[CH2:5][CH2:4][O:3]1.[F:16][C:17]1[CH:18]=[C:19]([C:24]2[CH:25]=[CH:26][C:27]([NH2:30])=[N:28][CH:29]=2)[CH:20]=[C:21]([F:23])[CH:22]=1, predict the reaction product. (5) Given the reactants Cl.[NH2:2][C@H:3]1[CH2:8][CH2:7][C@H:6]([NH:9][C:10]([C:12]2[C:16]3[N:17]=[CH:18][N:19]=[C:20]([C:21]4[CH:26]=[C:25]([F:27])[CH:24]=[CH:23][C:22]=4[O:28][CH2:29][CH:30]4[CH2:32][CH2:31]4)[C:15]=3[NH:14][C:13]=2[CH3:33])=[O:11])[CH2:5][CH2:4]1.C([O:37][CH2:38][C:39](Cl)=[O:40])(=O)C, predict the reaction product. The product is: [CH:30]1([CH2:29][O:28][C:22]2[CH:23]=[CH:24][C:25]([F:27])=[CH:26][C:21]=2[C:20]2[C:15]3[NH:14][C:13]([CH3:33])=[C:12]([C:10]([NH:9][C@H:6]4[CH2:7][CH2:8][C@H:3]([NH:2][C:38](=[O:37])[CH2:39][OH:40])[CH2:4][CH2:5]4)=[O:11])[C:16]=3[N:17]=[CH:18][N:19]=2)[CH2:31][CH2:32]1. (6) The product is: [C:19]([C:15]1[C:16]([O:17][CH3:18])=[C:11]([C:9]2[CH:8]=[CH:7][C:5]3[N:6]=[C:2]([NH:1][C:31](=[O:33])[CH3:32])[S:3][C:4]=3[CH:10]=2)[CH:12]=[C:13]([N:23]2[CH:28]=[CH:27][C:26](=[O:29])[NH:25][C:24]2=[O:30])[CH:14]=1)([CH3:22])([CH3:21])[CH3:20]. Given the reactants [NH2:1][C:2]1[S:3][C:4]2[CH:10]=[C:9]([C:11]3[CH:12]=[C:13]([N:23]4[CH:28]=[CH:27][C:26](=[O:29])[NH:25][C:24]4=[O:30])[CH:14]=[C:15]([C:19]([CH3:22])([CH3:21])[CH3:20])[C:16]=3[O:17][CH3:18])[CH:8]=[CH:7][C:5]=2[N:6]=1.[C:31](OC(=O)C)(=[O:33])[CH3:32], predict the reaction product. (7) Given the reactants [Cl:1][C:2]([Cl:9])([Cl:8])[CH2:3][O:4][C:5](Cl)=[O:6].[C:10]([C:14]1[CH:15]=[C:16]([NH2:31])[N:17]([C:19]2[CH:24]=[CH:23][CH:22]=[C:21]([N:25]3[CH2:30][CH2:29][O:28][CH2:27][CH2:26]3)[CH:20]=2)[N:18]=1)([CH3:13])([CH3:12])[CH3:11].CCN(C(C)C)C(C)C, predict the reaction product. The product is: [Cl:1][C:2]([Cl:9])([Cl:8])[CH2:3][O:4][C:5](=[O:6])[NH:31][C:16]1[N:17]([C:19]2[CH:24]=[CH:23][CH:22]=[C:21]([N:25]3[CH2:30][CH2:29][O:28][CH2:27][CH2:26]3)[CH:20]=2)[N:18]=[C:14]([C:10]([CH3:11])([CH3:12])[CH3:13])[CH:15]=1. (8) Given the reactants [F:1][C:2]([F:13])([F:12])[C:3]1[CH:4]=[C:5]([N:9]=[C:10]=[O:11])[CH:6]=[CH:7][CH:8]=1.[C:14]1([CH:20]([C:37]2[CH:42]=[CH:41][CH:40]=[CH:39][CH:38]=2)[CH2:21][CH2:22][NH:23][CH:24]2[CH2:29][CH2:28][N:27]([C:30]([O:32][C:33]([CH3:36])([CH3:35])[CH3:34])=[O:31])[CH2:26][CH2:25]2)[CH:19]=[CH:18][CH:17]=[CH:16][CH:15]=1, predict the reaction product. The product is: [C:33]([O:32][C:30]([N:27]1[CH2:26][CH2:25][CH:24]([N:23]([CH2:22][CH2:21][CH:20]([C:14]2[CH:15]=[CH:16][CH:17]=[CH:18][CH:19]=2)[C:37]2[CH:42]=[CH:41][CH:40]=[CH:39][CH:38]=2)[C:10]([NH:9][C:5]2[CH:6]=[CH:7][CH:8]=[C:3]([C:2]([F:12])([F:13])[F:1])[CH:4]=2)=[O:11])[CH2:29][CH2:28]1)=[O:31])([CH3:36])([CH3:34])[CH3:35]. (9) Given the reactants [N:1]([CH2:4][C:5]1[CH:10]=[CH:9][CH:8]=[CH:7][CH:6]=1)=[C:2]=[O:3].[NH2:11][CH2:12][CH2:13][CH2:14][N:15]1[CH2:20][CH2:19][CH:18]([C:21]2[CH:22]=[C:23]([NH:27][C:28](=[O:32])[CH:29]([CH3:31])[CH3:30])[CH:24]=[CH:25][CH:26]=2)[CH2:17][CH2:16]1, predict the reaction product. The product is: [CH2:4]([NH:1][C:2]([NH:11][CH2:12][CH2:13][CH2:14][N:15]1[CH2:20][CH2:19][CH:18]([C:21]2[CH:22]=[C:23]([NH:27][C:28](=[O:32])[CH:29]([CH3:30])[CH3:31])[CH:24]=[CH:25][CH:26]=2)[CH2:17][CH2:16]1)=[O:3])[C:5]1[CH:10]=[CH:9][CH:8]=[CH:7][CH:6]=1.